Dataset: Reaction yield outcomes from USPTO patents with 853,638 reactions. Task: Predict the reaction yield, written as a fraction of the theoretical maximum amount of product (1.0 means a 100% yield; for example, 0.34 means a 34% yield). The product is [Cl:1][C:2]1[CH:3]=[CH:4][C:5]([CH2:8][C:9]([O:11][CH3:12])=[O:10])=[CH:6][CH:7]=1. The reactants are [Cl:1][C:2]1[CH:7]=[CH:6][C:5]([CH2:8][C:9]([OH:11])=[O:10])=[CH:4][CH:3]=1.[CH3:12]O. The yield is 0.920. The catalyst is OS(O)(=O)=O.